From a dataset of Full USPTO retrosynthesis dataset with 1.9M reactions from patents (1976-2016). Predict the reactants needed to synthesize the given product. (1) Given the product [CH3:15][O:5][C:4](=[O:6])[C:3]1[CH:7]=[C:8]([F:13])[C:9]([F:12])=[C:10]([CH3:11])[C:2]=1[F:1], predict the reactants needed to synthesize it. The reactants are: [F:1][C:2]1[C:10]([CH3:11])=[C:9]([F:12])[C:8]([F:13])=[CH:7][C:3]=1[C:4]([OH:6])=[O:5].Cl.[CH3:15]O. (2) Given the product [C:28]([N:32]([CH3:33])[C:16]([C:15]1[C:11]2[CH2:10][O:9][C:7]3[CH:8]=[C:3]([O:2][CH3:1])[C:4]([CH:24]=[C:25]([CH3:27])[CH3:26])=[CH:5][C:6]=3[C:12]=2[N:13]([C:19]2[S:20][CH:21]=[CH:22][CH:23]=2)[N:14]=1)=[O:18])([CH3:31])([CH3:30])[CH3:29], predict the reactants needed to synthesize it. The reactants are: [CH3:1][O:2][C:3]1[C:4]([CH:24]=[C:25]([CH3:27])[CH3:26])=[CH:5][C:6]2[C:12]3[N:13]([C:19]4[S:20][CH:21]=[CH:22][CH:23]=4)[N:14]=[C:15]([C:16]([OH:18])=O)[C:11]=3[CH2:10][O:9][C:7]=2[CH:8]=1.[C:28]([NH:32][CH3:33])([CH3:31])([CH3:30])[CH3:29].CN(C(ON1N=NC2C=CC=NC1=2)=[N+](C)C)C.F[P-](F)(F)(F)(F)F.C(N(C(C)C)CC)(C)C. (3) Given the product [CH2:1]([O:8][C:9]1[CH:10]=[CH:11][C:12]([O:31][CH:32]([CH3:34])[CH3:33])=[C:13]([C:15]2[NH:30][C:18]3=[N:19][CH:20]=[C:21]([CH2:23][NH:24][CH2:25][C:26]([OH:28])=[O:27])[CH:22]=[C:17]3[N:16]=2)[CH:14]=1)[C:2]1[CH:7]=[CH:6][CH:5]=[CH:4][CH:3]=1, predict the reactants needed to synthesize it. The reactants are: [CH2:1]([O:8][C:9]1[CH:10]=[CH:11][C:12]([O:31][CH:32]([CH3:34])[CH3:33])=[C:13]([C:15]2[NH:30][C:18]3=[N:19][CH:20]=[C:21]([CH2:23][NH:24][CH2:25][C:26]([O:28]C)=[O:27])[CH:22]=[C:17]3[N:16]=2)[CH:14]=1)[C:2]1[CH:7]=[CH:6][CH:5]=[CH:4][CH:3]=1.[OH-].[Na+].C(O)(=O)CC(CC(O)=O)(C(O)=O)O. (4) Given the product [Br:15][C:16]1[CH:17]=[C:18]([C:28]2[O:12][C:11](=[O:13])[C:10]3[C:2](=[C:3]([CH3:14])[CH:4]=[C:5]4[CH:6]=[N:7][NH:8][C:9]4=3)[N:1]=2)[N:19]([C:21]2[C:26]([Cl:27])=[CH:25][CH:24]=[CH:23][N:22]=2)[N:20]=1, predict the reactants needed to synthesize it. The reactants are: [NH2:1][C:2]1[C:10]([C:11]([OH:13])=[O:12])=[C:9]2[C:5]([CH:6]=[N:7][NH:8]2)=[CH:4][C:3]=1[CH3:14].[Br:15][C:16]1[CH:17]=[C:18]([C:28](O)=O)[N:19]([C:21]2[C:26]([Cl:27])=[CH:25][CH:24]=[CH:23][N:22]=2)[N:20]=1.N1C=CC=CC=1.CS(Cl)(=O)=O. (5) Given the product [OH:1][C@H:2]1[CH2:7][CH2:6][C@H:5]([NH:8][C:9]2[N:10]=[C:11]3[C:12]([NH:20][C:39](=[O:40])[N:23]3[C:24]3[CH:29]=[CH:28][CH:27]=[CH:26][C:25]=3[O:30][CH3:31])=[C:13]([C:15]([NH2:56])=[O:16])[N:14]=2)[CH2:4][CH2:3]1, predict the reactants needed to synthesize it. The reactants are: [OH:1][C@H:2]1[CH2:7][CH2:6][C@H:5]([NH:8][C:9]2[N:14]=[C:13]([C:15](OCC)=[O:16])[C:12]([N+:20]([O-])=O)=[C:11]([NH:23][C:24]3[CH:29]=[CH:28][CH:27]=[CH:26][C:25]=3[O:30][CH3:31])[N:10]=2)[CH2:4][CH2:3]1.ClC1N=C([C:39](OCC)=[O:40])C([N+]([O-])=O)=C(NC2C=CC=CC=2OC)N=1.[NH2:56][C@H]1CC[C@H](O)CC1.C(N(C(C)C)CC)(C)C. (6) Given the product [Br:1][C:2]1[CH:3]=[CH:4][C:5]2=[C:6]([CH:13]=1)[O:7][CH2:8][CH2:9][CH:10]=[C:11]2[N:14]1[CH2:19][CH2:18][O:17][CH2:16][CH2:15]1, predict the reactants needed to synthesize it. The reactants are: [Br:1][C:2]1[CH:3]=[CH:4][C:5]2[C:11](=O)[CH2:10][CH2:9][CH2:8][O:7][C:6]=2[CH:13]=1.[NH:14]1[CH2:19][CH2:18][O:17][CH2:16][CH2:15]1. (7) Given the product [F:1][C:2]1[CH:3]=[CH:4][C:5]([C:8]2[N:9]=[N:10][N:11]([CH3:13])[C:12]=2[CH:22]=[O:23])=[CH:6][CH:7]=1, predict the reactants needed to synthesize it. The reactants are: [F:1][C:2]1[CH:7]=[CH:6][C:5]([C:8]2[N:9]=[N:10][N:11]([CH3:13])[CH:12]=2)=[CH:4][CH:3]=1.[Li]CCCC.CN([CH:22]=[O:23])C.[Cl-].[NH4+].